From a dataset of Reaction yield outcomes from USPTO patents with 853,638 reactions. Predict the reaction yield, written as a fraction of the theoretical maximum amount of product (1.0 means a 100% yield; for example, 0.34 means a 34% yield). (1) The reactants are C[O:2][C:3](=[O:20])[C@@H:4]([N:12]1[CH2:16][C:15]([O:17][CH3:18])=[CH:14][C:13]1=[O:19])[CH2:5][CH:6]1[CH2:11][CH2:10][CH2:9][CH2:8][CH2:7]1.O.[OH-].[Li+].Cl. The catalyst is O1CCCC1. The product is [CH:6]1([CH2:5][C@H:4]([N:12]2[CH2:16][C:15]([O:17][CH3:18])=[CH:14][C:13]2=[O:19])[C:3]([OH:20])=[O:2])[CH2:11][CH2:10][CH2:9][CH2:8][CH2:7]1. The yield is 0.750. (2) The product is [CH2:15]([O:7][C:6]([CH:3]1[CH2:4][CH2:5][O:1][CH2:2]1)=[O:8])[C:16]1[CH:21]=[CH:20][CH:19]=[CH:18][CH:17]=1. The reactants are [O:1]1[CH2:5][CH2:4][CH:3]([C:6]([OH:8])=[O:7])[CH2:2]1.C([O-])([O-])=O.[K+].[K+].[CH2:15](Br)[C:16]1[CH:21]=[CH:20][CH:19]=[CH:18][CH:17]=1. The yield is 0.980. The catalyst is CN(C=O)C.CCOC(C)=O. (3) The reactants are COC(=O)[CH2:4][NH:5][C:6](=[O:37])[C:7]1[CH:12]=[C:11]([Cl:13])[C:10]([O:14][C:15]2[CH:20]=[CH:19][N:18]=[CH:17][C:16]=2[C:21]([N:23]2[C:32]3[C:27](=[CH:28][CH:29]=[CH:30][CH:31]=3)[N:26]([CH:33]3[CH2:35][CH2:34]3)[CH2:25][CH2:24]2)=[O:22])=[CH:9][C:8]=1[Cl:36].CN(C(ON1N=NC2C=CC=NC1=2)=[N+](C)C)C.F[P-](F)(F)(F)(F)F.C(N(CC)C(C)C)(C)C.NC1[NH:77][N:76]=[N:75][N:74]=1. The catalyst is CN(C)C=O. The product is [Cl:36][C:8]1[CH:9]=[C:10]([O:14][C:15]2[CH:20]=[CH:19][N:18]=[CH:17][C:16]=2[C:21]([N:23]2[C:32]3[C:27](=[CH:28][CH:29]=[CH:30][CH:31]=3)[N:26]([CH:33]3[CH2:35][CH2:34]3)[CH2:25][CH2:24]2)=[O:22])[C:11]([Cl:13])=[CH:12][C:7]=1[C:6]([NH:5][C:4]1[NH:77][N:76]=[N:75][N:74]=1)=[O:37]. The yield is 0.220. (4) The yield is 0.780. The product is [CH2:53]([N:60]1[CH2:64][CH:63]([C:65]2[CH:70]=[CH:69][C:68]([Cl:71])=[C:67]([Cl:72])[CH:66]=2)[CH:62]([CH:73]([O:28][C:25]2[CH:24]=[CH:23][C:22]([C:21]([F:20])([F:29])[F:30])=[CH:27][N:26]=2)[CH3:74])[CH2:61]1)[C:54]1[CH:55]=[CH:56][CH:57]=[CH:58][CH:59]=1. The reactants are C1C=CC(P(C2C=CC=CC=2)C2C=CC=CC=2)=CC=1.[F:20][C:21]([F:30])([F:29])[C:22]1[CH:23]=[CH:24][C:25]([OH:28])=[N:26][CH:27]=1.C1C=CC(COC(/N=N/C(OCC2C=CC=CC=2)=O)=O)=CC=1.[CH2:53]([N:60]1[CH2:64][CH:63]([C:65]2[CH:70]=[CH:69][C:68]([Cl:71])=[C:67]([Cl:72])[CH:66]=2)[CH:62]([CH:73](O)[CH3:74])[CH2:61]1)[C:54]1[CH:59]=[CH:58][CH:57]=[CH:56][CH:55]=1. The catalyst is C1COCC1. (5) The reactants are [CH2:1]([O:8][C:9]1[CH:18]=[C:17]2[C:12]([C:13]([Cl:19])=[N:14][CH:15]=[N:16]2)=[CH:11][C:10]=1[F:20])[C:2]1[CH:7]=[CH:6][CH:5]=[CH:4][CH:3]=1.[NH2:21][C:22]1[CH:23]=[N:24][N:25]([CH2:27][C:28]([NH:30][C:31]2[CH:36]=[CH:35][CH:34]=[C:33]([F:37])[C:32]=2[F:38])=[O:29])[CH:26]=1. The catalyst is C(O)(C)C.C(OCC)C. The product is [ClH:19].[CH2:1]([O:8][C:9]1[CH:18]=[C:17]2[C:12]([C:13]([NH:21][C:22]3[CH:23]=[N:24][N:25]([CH2:27][C:28]([NH:30][C:31]4[CH:36]=[CH:35][CH:34]=[C:33]([F:37])[C:32]=4[F:38])=[O:29])[CH:26]=3)=[N:14][CH:15]=[N:16]2)=[CH:11][C:10]=1[F:20])[C:2]1[CH:7]=[CH:6][CH:5]=[CH:4][CH:3]=1. The yield is 0.870. (6) The reactants are Br[C:2]1[CH:11]=[C:10]2[C:5]([N:6]=[CH:7][CH:8]=[N:9]2)=[C:4]([C:12]([NH:14][CH2:15][C:16]([O:18][CH2:19][CH3:20])=[O:17])=[O:13])[C:3]=1[OH:21].[S:22]1[C:26]2[CH:27]=[CH:28][CH:29]=[CH:30][C:25]=2[C:24](B(O)O)=[CH:23]1.C(=O)([O-])[O-].[K+].[K+]. The catalyst is O1CCOCC1.O.C1C=CC([P]([Pd]([P](C2C=CC=CC=2)(C2C=CC=CC=2)C2C=CC=CC=2)([P](C2C=CC=CC=2)(C2C=CC=CC=2)C2C=CC=CC=2)[P](C2C=CC=CC=2)(C2C=CC=CC=2)C2C=CC=CC=2)(C2C=CC=CC=2)C2C=CC=CC=2)=CC=1. The product is [S:22]1[C:26]2[CH:27]=[CH:28][CH:29]=[CH:30][C:25]=2[C:24]([C:2]2[CH:11]=[C:10]3[C:5]([N:6]=[CH:7][CH:8]=[N:9]3)=[C:4]([C:12]([NH:14][CH2:15][C:16]([O:18][CH2:19][CH3:20])=[O:17])=[O:13])[C:3]=2[OH:21])=[CH:23]1. The yield is 0.406. (7) The product is [C:1]([O:10][CH2:11][CH:12]([CH2:25][O:26][C:1](=[O:8])[C:2]1[CH:7]=[CH:6][CH:5]=[CH:4][CH:3]=1)[CH2:13][CH2:14][N:15]1[CH:22]=[C:21]([CH:23]=[CH2:24])[C:19](=[O:20])[NH:18][C:16]1=[O:17])(=[O:8])[C:2]1[CH:7]=[CH:6][CH:5]=[CH:4][CH:3]=1. The catalyst is N1C=CC=CC=1. The reactants are [C:1](Cl)(=[O:8])[C:2]1[CH:7]=[CH:6][CH:5]=[CH:4][CH:3]=1.[OH:10][CH2:11][CH:12]([CH2:25][OH:26])[CH2:13][CH2:14][N:15]1[CH:22]=[C:21]([CH:23]=[CH2:24])[C:19](=[O:20])[NH:18][C:16]1=[O:17]. The yield is 0.654.